Predict the product of the given reaction. From a dataset of Forward reaction prediction with 1.9M reactions from USPTO patents (1976-2016). Given the reactants [S:1]1[C:5]2[CH:6]=[CH:7][CH:8]=[CH:9][C:4]=2[N:3]=[C:2]1[N:10](COCC[Si](C)(C)C)[C:11]([C:13]1[CH:14]=[CH:15][CH:16]=[C:17]2[C:22]=1[CH2:21][N:20]([C:23]1[N:28]=[C:27]([C:29]([O:31]C(C)(C)C)=[O:30])[C:26]([C:36]3[CH:37]=[N:38][NH:39][CH:40]=3)=[CH:25][CH:24]=1)[CH2:19][CH2:18]2)=[O:12].Br[CH2:50][C:51]1[CH:56]=[CH:55][CH:54]=[C:53]([Cl:57])[CH:52]=1.C(=O)([O-])[O-].[Cs+].[Cs+], predict the reaction product. The product is: [S:1]1[C:5]2[CH:6]=[CH:7][CH:8]=[CH:9][C:4]=2[N:3]=[C:2]1[NH:10][C:11]([C:13]1[CH:14]=[CH:15][CH:16]=[C:17]2[C:22]=1[CH2:21][N:20]([C:23]1[N:28]=[C:27]([C:29]([OH:31])=[O:30])[C:26]([C:36]3[CH:40]=[N:39][N:38]([CH2:50][C:51]4[CH:56]=[CH:55][CH:54]=[C:53]([Cl:57])[CH:52]=4)[CH:37]=3)=[CH:25][CH:24]=1)[CH2:19][CH2:18]2)=[O:12].